This data is from Forward reaction prediction with 1.9M reactions from USPTO patents (1976-2016). The task is: Predict the product of the given reaction. Given the reactants [Cl:1][C:2]1[CH:7]=[CH:6][C:5]([OH:8])=[CH:4][C:3]=1[N:9]1[C:13]2[CH:14]=[CH:15][CH:16]=[C:17]([C:18]([F:21])([F:20])[F:19])[C:12]=2[N:11]=[CH:10]1.[CH2:22]([S:24]([C:27]1[CH:32]=[CH:31][CH:30]=[C:29](F)[CH:28]=1)(=[O:26])=[O:25])[CH3:23], predict the reaction product. The product is: [Cl:1][C:2]1[CH:7]=[CH:6][C:5]([O:8][C:31]2[CH:30]=[CH:29][CH:28]=[C:27]([S:24]([CH2:22][CH3:23])(=[O:25])=[O:26])[CH:32]=2)=[CH:4][C:3]=1[N:9]1[C:13]2[CH:14]=[CH:15][CH:16]=[C:17]([C:18]([F:21])([F:19])[F:20])[C:12]=2[N:11]=[CH:10]1.